Dataset: Reaction yield outcomes from USPTO patents with 853,638 reactions. Task: Predict the reaction yield, written as a fraction of the theoretical maximum amount of product (1.0 means a 100% yield; for example, 0.34 means a 34% yield). The reactants are [S:1]1[CH:5]=[CH:4][CH:3]=[C:2]1[C:6](Cl)=[O:7].[Cl:9][C:10]1[CH:11]=[C:12]2[C:17](=[CH:18][CH:19]=1)[N:16]([CH2:20][C:21]1[CH:26]=[CH:25][C:24]([F:27])=[CH:23][CH:22]=1)[C:15](=[O:28])[C:14]([C:29]#[N:30])=[C:13]2[N:31]1[CH2:36][CH2:35][NH:34][CH2:33][CH2:32]1. The catalyst is N1C=CC=CC=1. The product is [Cl:9][C:10]1[CH:11]=[C:12]2[C:17](=[CH:18][CH:19]=1)[N:16]([CH2:20][C:21]1[CH:22]=[CH:23][C:24]([F:27])=[CH:25][CH:26]=1)[C:15](=[O:28])[C:14]([C:29]#[N:30])=[C:13]2[N:31]1[CH2:36][CH2:35][N:34]([C:6]([C:2]2[S:1][CH:5]=[CH:4][CH:3]=2)=[O:7])[CH2:33][CH2:32]1. The yield is 0.550.